Dataset: Reaction yield outcomes from USPTO patents with 853,638 reactions. Task: Predict the reaction yield, written as a fraction of the theoretical maximum amount of product (1.0 means a 100% yield; for example, 0.34 means a 34% yield). (1) The reactants are [F:1][C:2]1[CH:7]=[CH:6][CH:5]=[C:4]([F:8])[C:3]=1[C:9]1[O:10][C:11]([NH:16][C:17]2[CH:22]=[CH:21][C:20]([N+:23]([O-])=O)=[CH:19][CH:18]=2)=[C:12]([C:14]#[N:15])[N:13]=1.CO. The catalyst is [Pd].CCOC(C)=O. The product is [NH2:23][C:20]1[CH:19]=[CH:18][C:17]([NH:16][C:11]2[O:10][C:9]([C:3]3[C:4]([F:8])=[CH:5][CH:6]=[CH:7][C:2]=3[F:1])=[N:13][C:12]=2[C:14]#[N:15])=[CH:22][CH:21]=1. The yield is 0.900. (2) The reactants are [C:1]1([SH:7])[CH:6]=[CH:5][CH:4]=[CH:3][CH:2]=1.Cl[C:9]([O:11][CH:12]([Cl:14])[CH3:13])=[O:10].C(N(CC)CC)C. The catalyst is C(Cl)Cl. The product is [C:9](=[O:10])([S:7][C:1]1[CH:6]=[CH:5][CH:4]=[CH:3][CH:2]=1)[O:11][CH:12]([Cl:14])[CH3:13]. The yield is 0.985.